Dataset: Forward reaction prediction with 1.9M reactions from USPTO patents (1976-2016). Task: Predict the product of the given reaction. Given the reactants [CH3:1][C:2]1[CH:16]=[C:15]([CH2:17][N:18]2[CH2:24][CH2:23][CH2:22][CH:21]([C:25]3[CH:30]=[CH:29][CH:28]=[CH:27][CH:26]=3)[CH2:20][CH2:19]2)[CH:14]=[CH:13][C:3]=1[O:4][C:5]1[CH:12]=[CH:11][C:8]([C:9]#[N:10])=[CH:7][N:6]=1.C(=O)([O-])[O-:32].[K+].[K+].OO.CO, predict the reaction product. The product is: [CH3:1][C:2]1[CH:16]=[C:15]([CH2:17][N:18]2[CH2:24][CH2:23][CH2:22][CH:21]([C:25]3[CH:30]=[CH:29][CH:28]=[CH:27][CH:26]=3)[CH2:20][CH2:19]2)[CH:14]=[CH:13][C:3]=1[O:4][C:5]1[CH:12]=[CH:11][C:8]([C:9]([NH2:10])=[O:32])=[CH:7][N:6]=1.